This data is from CYP2C9 inhibition data for predicting drug metabolism from PubChem BioAssay. The task is: Regression/Classification. Given a drug SMILES string, predict its absorption, distribution, metabolism, or excretion properties. Task type varies by dataset: regression for continuous measurements (e.g., permeability, clearance, half-life) or binary classification for categorical outcomes (e.g., BBB penetration, CYP inhibition). Dataset: cyp2c9_veith. (1) The molecule is CC1CCN(CC(C)CNC(=O)c2cc(-c3ccccn3)nc3ccccc23)CC1. The result is 0 (non-inhibitor). (2) The compound is O=C1/C(=C\c2ccc(Br)o2)SC(=Nc2ccccc2)N1c1ccccc1. The result is 1 (inhibitor). (3) The molecule is CC(C)c1ccc2c(c1)c(SC(C)(C)C)c(CC(C)(C)C(=O)[O-])n2Cc1ccc(Cl)cc1.[Na+]. The result is 1 (inhibitor).